Predict the reactants needed to synthesize the given product. From a dataset of Full USPTO retrosynthesis dataset with 1.9M reactions from patents (1976-2016). Given the product [Cl:20][C:21]1[CH:22]=[CH:23][C:24]([S:27][C:28]2[C:29](/[CH:30]=[CH:10]/[C:9]([NH:8][CH:5]3[CH2:4][CH2:3][CH:2]([OH:1])[CH2:7][CH2:6]3)=[O:19])=[CH:32][CH:33]=[CH:34][N:35]=2)=[CH:25][CH:26]=1, predict the reactants needed to synthesize it. The reactants are: [OH:1][CH:2]1[CH2:7][CH2:6][CH:5]([NH:8][C:9](=[O:19])[CH2:10]P(=O)(OCC)OCC)[CH2:4][CH2:3]1.[Cl:20][C:21]1[CH:26]=[CH:25][C:24]([S:27][C:28]2[N:35]=[CH:34][CH:33]=[CH:32][C:29]=2[CH:30]=O)=[CH:23][CH:22]=1.